This data is from Peptide-MHC class I binding affinity with 185,985 pairs from IEDB/IMGT. The task is: Regression. Given a peptide amino acid sequence and an MHC pseudo amino acid sequence, predict their binding affinity value. This is MHC class I binding data. (1) The peptide sequence is KLDSGAFTV. The MHC is HLA-C03:03 with pseudo-sequence HLA-C03:03. The binding affinity (normalized) is 0.0847. (2) The peptide sequence is AFTFSPTYKA. The MHC is Patr-A0701 with pseudo-sequence Patr-A0701. The binding affinity (normalized) is 0.159. (3) The peptide sequence is GLYIPGTSV. The MHC is HLA-A02:01 with pseudo-sequence HLA-A02:01. The binding affinity (normalized) is 0.601. (4) The peptide sequence is VFAPKQKMF. The MHC is HLA-B15:01 with pseudo-sequence HLA-B15:01. The binding affinity (normalized) is 0.118.